This data is from NCI-60 drug combinations with 297,098 pairs across 59 cell lines. The task is: Regression. Given two drug SMILES strings and cell line genomic features, predict the synergy score measuring deviation from expected non-interaction effect. (1) Drug 1: CC1=CC2C(CCC3(C2CCC3(C(=O)C)OC(=O)C)C)C4(C1=CC(=O)CC4)C. Drug 2: CN(C)N=NC1=C(NC=N1)C(=O)N. Cell line: A549. Synergy scores: CSS=9.82, Synergy_ZIP=-2.82, Synergy_Bliss=2.49, Synergy_Loewe=1.25, Synergy_HSA=2.15. (2) Drug 1: CS(=O)(=O)C1=CC(=C(C=C1)C(=O)NC2=CC(=C(C=C2)Cl)C3=CC=CC=N3)Cl. Drug 2: CC12CCC3C(C1CCC2OP(=O)(O)O)CCC4=C3C=CC(=C4)OC(=O)N(CCCl)CCCl.[Na+]. Cell line: A498. Synergy scores: CSS=3.11, Synergy_ZIP=-1.68, Synergy_Bliss=-0.204, Synergy_Loewe=-1.27, Synergy_HSA=-0.371.